This data is from Forward reaction prediction with 1.9M reactions from USPTO patents (1976-2016). The task is: Predict the product of the given reaction. (1) Given the reactants [NH:1]1[C:5]([CH:6]2[CH2:11][CH2:10][CH2:9][NH:8][CH2:7]2)=[CH:4][CH:3]=[N:2]1.Cl[C:13]1[N:18]=[C:17]([NH:19][C:20]2[N:25]=[CH:24][C:23]3[N:26]=[C:27]([CH3:32])[N:28]([CH:29]([CH3:31])[CH3:30])[C:22]=3[CH:21]=2)[CH:16]=[CH:15][N:14]=1.C(=O)([O-])[O-].[K+].[K+].CN1CCCC1=O, predict the reaction product. The product is: [NH:1]1[C:5]([CH:6]2[CH2:11][CH2:10][CH2:9][N:8]([C:13]3[N:18]=[C:17]([NH:19][C:20]4[N:25]=[CH:24][C:23]5[N:26]=[C:27]([CH3:32])[N:28]([CH:29]([CH3:30])[CH3:31])[C:22]=5[CH:21]=4)[CH:16]=[CH:15][N:14]=3)[CH2:7]2)=[CH:4][CH:3]=[N:2]1. (2) Given the reactants C(OC([NH:11][C@H:12]([C:20]([OH:22])=O)[CH2:13][CH2:14][CH2:15][NH:16][C:17](=[NH:19])[NH2:18])=O)C1C=CC=CC=1.[CH:23]1([S:28]([Cl:31])(=[O:30])=[O:29])[CH2:27][CH2:26][CH2:25][CH2:24]1.[NH:32]1[CH2:36][CH2:35][CH2:34][CH2:33]1, predict the reaction product. The product is: [ClH:31].[NH:19]=[C:17]([NH:18][S:28]([CH:23]1[CH2:27][CH2:26][CH2:25][CH2:24]1)(=[O:30])=[O:29])[NH:16][CH2:15][CH2:14][CH2:13][C@@H:12]([C:20]([N:32]1[CH2:36][CH2:35][CH2:34][CH2:33]1)=[O:22])[NH2:11]. (3) Given the reactants [F:1][C:2]([F:18])([F:17])[C:3]([F:16])([C:12]([F:15])([F:14])[F:13])[C:4](=[O:11])[C:5]([F:10])([F:9])[CH:6]([F:8])[F:7].[F-].FC(F)(F)C(F)=C(F)F, predict the reaction product. The product is: [CH:6]([C:5]([C:4]([C:3]([C:2]([F:1])([F:17])[F:18])([C:12]([F:13])([F:14])[F:15])[F:16])=[O:11])([F:10])[F:9])([F:8])[F:7].[F:1][C:2]([F:17])([F:18])[C:3]([F:16])([C:12]([F:13])([F:14])[F:15])[C:4](=[O:11])[C:5]([F:9])([F:10])[CH:6]([F:7])[F:8].